This data is from Reaction yield outcomes from USPTO patents with 853,638 reactions. The task is: Predict the reaction yield, written as a fraction of the theoretical maximum amount of product (1.0 means a 100% yield; for example, 0.34 means a 34% yield). (1) The reactants are [O:1]1[CH2:6][CH2:5][N:4]([C:7]2[C:8]3[N:16]=[C:15](Cl)[CH:14]=[CH:13][C:9]=3[N:10]=[CH:11][N:12]=2)[CH2:3][CH2:2]1.[Cl:18][C:19]1[CH:24]=[CH:23][C:22](B(O)O)=[CH:21][CH:20]=1. No catalyst specified. The product is [O:1]1[CH2:6][CH2:5][N:4]([C:7]2[C:8]3[N:16]=[C:15]([C:22]4[CH:23]=[CH:24][C:19]([Cl:18])=[CH:20][CH:21]=4)[CH:14]=[CH:13][C:9]=3[N:10]=[CH:11][N:12]=2)[CH2:3][CH2:2]1. The yield is 0.920. (2) The reactants are [Cl-].O[NH3+:3].[C:4](=[O:7])([O-])[OH:5].[Na+].CS(C)=O.[C:13]([C:17]1[CH:22]=[CH:21][C:20]([N:23]2[C:28](=[O:29])[C:27]([CH2:30][C:31]3[CH:36]=[CH:35][C:34]([C:37]4[C:38]([C:43]#[N:44])=[CH:39][CH:40]=[CH:41][CH:42]=4)=[CH:33][CH:32]=3)=[C:26]([CH2:45][CH2:46][CH3:47])[N:25]=[C:24]2[CH3:48])=[CH:19][CH:18]=1)([CH3:16])([CH3:15])[CH3:14]. The catalyst is O.C(OCC)(=O)C. The product is [C:13]([C:17]1[CH:18]=[CH:19][C:20]([N:23]2[C:28](=[O:29])[C:27]([CH2:30][C:31]3[CH:32]=[CH:33][C:34]([C:37]4[CH:42]=[CH:41][CH:40]=[CH:39][C:38]=4[C:43]4[NH:3][C:4](=[O:7])[O:5][N:44]=4)=[CH:35][CH:36]=3)=[C:26]([CH2:45][CH2:46][CH3:47])[N:25]=[C:24]2[CH3:48])=[CH:21][CH:22]=1)([CH3:16])([CH3:15])[CH3:14]. The yield is 0.720.